Dataset: Reaction yield outcomes from USPTO patents with 853,638 reactions. Task: Predict the reaction yield, written as a fraction of the theoretical maximum amount of product (1.0 means a 100% yield; for example, 0.34 means a 34% yield). (1) The yield is 0.630. The catalyst is CN(C=O)C. The product is [CH2:1]([O:8][CH2:9][CH2:10][CH:11]1[CH2:16][C:15]([CH2:17][O:18][Si:30]([C:27]([CH3:29])([CH3:28])[CH3:26])([CH3:32])[CH3:31])=[CH:14][CH2:13][CH2:12]1)[C:2]1[CH:7]=[CH:6][CH:5]=[CH:4][CH:3]=1. The reactants are [CH2:1]([O:8][CH2:9][CH2:10][CH:11]1[CH2:16][C:15]([CH2:17][OH:18])=[CH:14][CH2:13][CH2:12]1)[C:2]1[CH:7]=[CH:6][CH:5]=[CH:4][CH:3]=1.C(N(CC)CC)C.[CH3:26][C:27]([Si:30](Cl)([CH3:32])[CH3:31])([CH3:29])[CH3:28]. (2) The product is [OH:3][CH2:4][CH2:5][O:6][NH:7][C:8]([C:10]1[CH:15]=[CH:14][C:13](=[O:16])[N:12]([CH3:17])[C:11]=1[NH:18][C:19]1[CH:24]=[CH:23][C:22]([CH3:25])=[CH:21][C:20]=1[F:26])=[O:9]. The yield is 0.770. The reactants are C([O:3][CH2:4][CH2:5][O:6][NH:7][C:8]([C:10]1[CH:15]=[CH:14][C:13](=[O:16])[N:12]([CH3:17])[C:11]=1[NH:18][C:19]1[CH:24]=[CH:23][C:22]([CH3:25])=[CH:21][C:20]=1[F:26])=[O:9])=C.COC(C1C=CC(=O)N(C)C=1NC1C=CC(C)=CC=1F)=O.C(OCCON)=C.C[Si]([N-][Si](C)(C)C)(C)C.[Li+]. The catalyst is C1COCC1. (3) The catalyst is C(#N)CC.O. The yield is 0.270. The product is [CH2:1]([N:8]1[CH2:13][C:12](=[O:14])[NH:11][C:10]2[CH:15]=[C:16]([CH2:19][N:49]3[CH2:50][CH2:51][C:46]([C:43]4[CH:42]=[CH:41][C:40]([Cl:39])=[CH:45][CH:44]=4)=[CH:47][CH2:48]3)[CH:17]=[N:18][C:9]1=2)[C:2]1[CH:7]=[CH:6][CH:5]=[CH:4][CH:3]=1. The reactants are [CH2:1]([N:8]1[CH2:13][C:12](=[O:14])[NH:11][C:10]2[CH:15]=[C:16]([CH2:19]O)[CH:17]=[N:18][C:9]1=2)[C:2]1[CH:7]=[CH:6][CH:5]=[CH:4][CH:3]=1.[I-].C(C[P+](C)(C)C)#N.C(N(C(C)C)C(C)C)C.Cl.[Cl:39][C:40]1[CH:45]=[CH:44][C:43]([C:46]2[CH2:47][CH2:48][NH:49][CH2:50][CH:51]=2)=[CH:42][CH:41]=1. (4) The reactants are [CH3:1][O:2][C:3]1[CH:4]=[C:5]([CH:11]=[C:12]([N+:14]([O-])=O)[CH:13]=1)[C:6]([O:8][CH2:9][CH3:10])=[O:7].[H][H]. The catalyst is C(OCC)(=O)C.[Pd]. The product is [NH2:14][C:12]1[CH:11]=[C:5]([CH:4]=[C:3]([O:2][CH3:1])[CH:13]=1)[C:6]([O:8][CH2:9][CH3:10])=[O:7]. The yield is 0.968. (5) The reactants are [CH3:1][O:2][C:3]1[CH:8]=[C:7]([CH3:9])[NH:6][C:5](=[O:10])[C:4]=1[CH2:11][NH:12][C:13]([C:15]1[C:23]2[C:18](=[CH:19][CH:20]=[CH:21][CH:22]=2)[N:17]([CH:24]([CH:26]2[CH2:31][CH2:30][CH2:29][NH:28][CH2:27]2)[CH3:25])[C:16]=1[CH3:32])=[O:14].C(N(CC)CC)C.[CH3:40][S:41](Cl)(=[O:43])=[O:42]. The catalyst is ClCCl. The product is [CH3:1][O:2][C:3]1[CH:8]=[C:7]([CH3:9])[NH:6][C:5](=[O:10])[C:4]=1[CH2:11][NH:12][C:13]([C:15]1[C:23]2[C:18](=[CH:19][CH:20]=[CH:21][CH:22]=2)[N:17]([CH:24]([CH:26]2[CH2:31][CH2:30][CH2:29][N:28]([S:41]([CH3:40])(=[O:43])=[O:42])[CH2:27]2)[CH3:25])[C:16]=1[CH3:32])=[O:14]. The yield is 0.297. (6) The reactants are [CH2:1]([C:13]1[CH:18]=[C:17]([CH2:19][CH3:20])[C:16]([NH2:21])=[C:15]([CH2:22][CH3:23])[CH:14]=1)[C:2]1[CH:7]=[C:6]([CH2:8][CH3:9])[C:5]([NH2:10])=[C:4]([CH2:11][CH3:12])[CH:3]=1. The catalyst is [Pt].C(C(C)=O)C. The product is [CH:1]([NH:21][C:16]1[C:17]([CH2:19][CH3:20])=[CH:18][C:13]([CH2:1][C:2]2[CH:7]=[C:6]([CH2:8][CH3:9])[C:5]([NH:10][CH:4]([CH2:5][CH3:6])[CH3:11])=[C:4]([CH2:11][CH3:12])[CH:3]=2)=[CH:14][C:15]=1[CH2:22][CH3:23])([CH2:2][CH3:3])[CH3:13]. The yield is 0.940. (7) The reactants are [CH3:1][O:2][C:3](=[O:62])[NH:4][CH:5]([C:9]([N:11]1[CH:17]([C:18]2[NH:19][C:20]([C:23]3[CH:28]=[CH:27][C:26]([C:29]4[CH:38]=[CH:37][C:36]5[C:31](=[CH:32][CH:33]=[C:34]([C:39]6[NH:40][C:41]([CH:44]7[CH:49]8[CH2:50][CH:46]([CH2:47][CH2:48]8)[N:45]7C(=O)C(C7CC7)NC(OC)=O)=[N:42][CH:43]=6)[CH:35]=5)[CH:30]=4)=[CH:25][CH:24]=3)=[CH:21][N:22]=2)[CH2:16][C:13]2([CH2:15][CH2:14]2)[CH2:12]1)=[O:10])[CH:6]([CH3:8])[CH3:7].[CH3:63][O:64][C:65]([CH3:76])([CH3:75])[CH:66]([NH:70][C:71]([O:73][CH3:74])=[O:72])[C:67]([OH:69])=O. No catalyst specified. The product is [CH3:74][O:73][C:71](=[O:72])[NH:70][CH:66]([C:67]([N:45]1[CH:44]([C:41]2[NH:40][C:39]([C:34]3[CH:33]=[CH:32][C:31]4[C:36](=[CH:37][CH:38]=[C:29]([C:26]5[CH:27]=[CH:28][C:23]([C:20]6[NH:19][C:18]([CH:17]7[CH2:16][C:13]8([CH2:14][CH2:15]8)[CH2:12][N:11]7[C:9](=[O:10])[CH:5]([NH:4][C:3]([O:2][CH3:1])=[O:62])[CH:6]([CH3:7])[CH3:8])=[N:22][CH:21]=6)=[CH:24][CH:25]=5)[CH:30]=4)[CH:35]=3)=[CH:43][N:42]=2)[CH:49]2[CH2:50][CH:46]1[CH2:47][CH2:48]2)=[O:69])[C:65]([O:64][CH3:63])([CH3:76])[CH3:75]. The yield is 0.350.